Dataset: Forward reaction prediction with 1.9M reactions from USPTO patents (1976-2016). Task: Predict the product of the given reaction. (1) Given the reactants [N:1]1[C:8]([Cl:9])=[N:7][C:5](Cl)=[N:4][C:2]=1[Cl:3].[NH:10]1[CH2:15][CH2:14][O:13][CH2:12][CH2:11]1, predict the reaction product. The product is: [Cl:9][C:8]1[N:1]=[C:2]([Cl:3])[N:4]=[C:5]([N:10]2[CH2:15][CH2:14][O:13][CH2:12][CH2:11]2)[N:7]=1. (2) Given the reactants Cl[C:2]1[N:7]=[C:6]([NH:8][C:9]2[N:14]=[CH:13][C:12]3[N:15]=[CH:16][N:17]([CH:18]([CH3:20])[CH3:19])[C:11]=3[CH:10]=2)[CH:5]=[CH:4][N:3]=1.Cl.[F:22][C:23]([F:32])([F:31])[O:24][CH:25]1[CH2:30][CH2:29][NH:28][CH2:27][CH2:26]1.C(N(CC)CC)C.CC(O)C, predict the reaction product. The product is: [CH:18]([N:17]1[C:11]2[CH:10]=[C:9]([NH:8][C:6]3[CH:5]=[CH:4][N:3]=[C:2]([N:28]4[CH2:27][CH2:26][CH:25]([O:24][C:23]([F:22])([F:31])[F:32])[CH2:30][CH2:29]4)[N:7]=3)[N:14]=[CH:13][C:12]=2[N:15]=[CH:16]1)([CH3:20])[CH3:19]. (3) Given the reactants [H-].[Na+].[CH3:3][C@@H:4]([CH2:15][CH2:16][CH2:17][CH3:18])[C:5]([NH:7][C@@H:8]([CH2:12][CH:13]=[CH2:14])[C:9]([OH:11])=[O:10])=[O:6].I[CH3:20], predict the reaction product. The product is: [CH3:20][N:7]([C@@H:8]([CH2:12][CH:13]=[CH2:14])[C:9]([OH:11])=[O:10])[C:5](=[O:6])[C@H:4]([CH3:3])[CH2:15][CH2:16][CH2:17][CH3:18]. (4) The product is: [F:33][C:30]([F:31])([F:32])[C:28]1[CH:27]=[CH:26][C:25]2[O:34][CH2:38][N:22]([C:20]([C@:14]34[CH2:13][C@H:12]([N:3]5[C:4](=[O:11])[C:5]6[C:10](=[CH:9][CH:8]=[CH:7][CH:6]=6)[C:2]5=[O:1])[CH2:19][C@H:15]3[O:16][CH2:17][CH2:18]4)=[O:21])[CH2:23][C:24]=2[CH:29]=1. Given the reactants [O:1]=[C:2]1[C:10]2[C:5](=[CH:6][CH:7]=[CH:8][CH:9]=2)[C:4](=[O:11])[N:3]1[C@@H:12]1[CH2:19][C@H:15]2[O:16][CH2:17][CH2:18][C@@:14]2([C:20]([NH:22][CH2:23][C:24]2[CH:29]=[C:28]([C:30]([F:33])([F:32])[F:31])[CH:27]=[CH:26][C:25]=2[OH:34])=[O:21])[CH2:13]1.C=O.O.[C:38]1(C)C=CC(S(O)(=O)=O)=CC=1, predict the reaction product.